This data is from Catalyst prediction with 721,799 reactions and 888 catalyst types from USPTO. The task is: Predict which catalyst facilitates the given reaction. Reactant: [Cl:1][C:2]1[CH:3]=[C:4]([CH:8]([OH:29])[CH:9]([CH2:15][C:16]2[CH:21]=[CH:20][CH:19]=[C:18]([O:22][C:23]([F:28])([F:27])[CH:24]([F:26])[F:25])[CH:17]=2)[C:10]([O:12]CC)=[O:11])[CH:5]=[CH:6][CH:7]=1.[OH-].[Na+].Cl. Product: [Cl:1][C:2]1[CH:3]=[C:4]([CH:8]([OH:29])[CH:9]([CH2:15][C:16]2[CH:21]=[CH:20][CH:19]=[C:18]([O:22][C:23]([F:28])([F:27])[CH:24]([F:26])[F:25])[CH:17]=2)[C:10]([OH:12])=[O:11])[CH:5]=[CH:6][CH:7]=1. The catalyst class is: 5.